Dataset: Peptide-MHC class I binding affinity with 185,985 pairs from IEDB/IMGT. Task: Regression. Given a peptide amino acid sequence and an MHC pseudo amino acid sequence, predict their binding affinity value. This is MHC class I binding data. (1) The peptide sequence is EKAAWGVAL. The MHC is HLA-A80:01 with pseudo-sequence HLA-A80:01. The binding affinity (normalized) is 0.0847. (2) The peptide sequence is SQLEMCEKY. The MHC is HLA-B15:02 with pseudo-sequence HLA-B15:02. The binding affinity (normalized) is 0.601. (3) The peptide sequence is VFSSPPSYF. The MHC is Mamu-B52 with pseudo-sequence Mamu-B52. The binding affinity (normalized) is 0.298. (4) The peptide sequence is DYCNVLNKEF. The MHC is HLA-B44:03 with pseudo-sequence HLA-B44:03. The binding affinity (normalized) is 0. (5) The peptide sequence is WTGNYFTDT. The MHC is HLA-A68:02 with pseudo-sequence HLA-A68:02. The binding affinity (normalized) is 0. (6) The peptide sequence is ILDIAGFEI. The MHC is HLA-A02:02 with pseudo-sequence HLA-A02:02. The binding affinity (normalized) is 0.639. (7) The peptide sequence is SPKRLSAAIG. The MHC is HLA-B07:02 with pseudo-sequence HLA-B07:02. The binding affinity (normalized) is 0.554. (8) The peptide sequence is YFLESNFFI. The MHC is HLA-A02:16 with pseudo-sequence HLA-A02:16. The binding affinity (normalized) is 1.00. (9) The peptide sequence is ALDISFTGA. The MHC is HLA-B46:01 with pseudo-sequence HLA-B46:01. The binding affinity (normalized) is 0.0847. (10) The peptide sequence is FRKAQIQGL. The MHC is HLA-B44:03 with pseudo-sequence HLA-B44:03. The binding affinity (normalized) is 0.